Dataset: Catalyst prediction with 721,799 reactions and 888 catalyst types from USPTO. Task: Predict which catalyst facilitates the given reaction. (1) Reactant: [CH2:1]([C:3]1[N:7]([CH3:8])[N:6]=[C:5]([C:9]([OH:11])=O)[CH:4]=1)[CH3:2].[CH3:12][N:13](C=O)C.[C:17](Cl)(=[O:21])C(Cl)=O. Product: [CH3:17][O:21][N:13]([CH3:12])[C:9]([C:5]1[CH:4]=[C:3]([CH2:1][CH3:2])[N:7]([CH3:8])[N:6]=1)=[O:11]. The catalyst class is: 4. (2) Reactant: N#N.Cl.Cl.[Br:5][C:6]1[CH:25]=[CH:24][C:9]2[NH:10][C:11]([C@H:13]([NH2:23])[CH2:14][C:15]3[CH:20]=[CH:19][C:18]([O:21][CH3:22])=[CH:17][CH:16]=3)=[N:12][C:8]=2[CH:7]=1.[OH-].[Na+]. Product: [Br:5][C:6]1[CH:25]=[CH:24][C:9]2[NH:10][C:11]([C@H:13]([NH2:23])[CH2:14][C:15]3[CH:16]=[CH:17][C:18]([O:21][CH3:22])=[CH:19][CH:20]=3)=[N:12][C:8]=2[CH:7]=1. The catalyst class is: 2. (3) Reactant: O.[OH-].[Na+].[CH:4]1([S:7]([C:10]2[CH:15]=[CH:14][C:13]([C:16](=[CH:22][CH:23]3[CH2:28][CH2:27][O:26][CH2:25][CH2:24]3)[C:17]([O:19]CC)=[O:18])=[CH:12][CH:11]=2)(=[O:9])=[O:8])[CH2:6][CH2:5]1. Product: [CH:4]1([S:7]([C:10]2[CH:15]=[CH:14][C:13](/[C:16](=[CH:22]\[CH:23]3[CH2:24][CH2:25][O:26][CH2:27][CH2:28]3)/[C:17]([OH:19])=[O:18])=[CH:12][CH:11]=2)(=[O:9])=[O:8])[CH2:6][CH2:5]1. The catalyst class is: 5.